Dataset: Blood-brain barrier permeability classification from the B3DB database. Task: Regression/Classification. Given a drug SMILES string, predict its absorption, distribution, metabolism, or excretion properties. Task type varies by dataset: regression for continuous measurements (e.g., permeability, clearance, half-life) or binary classification for categorical outcomes (e.g., BBB penetration, CYP inhibition). Dataset: b3db_classification. (1) The compound is CC(C)[N+]1(C)[C@@H]2CC[C@@H]1CC(OC(=O)[C@@H](CO)c1ccccc1)C2. The result is 0 (does not penetrate BBB). (2) The molecule is CCCCCC(C)C. The result is 1 (penetrates BBB). (3) The drug is CC12CCC(=O)C=C1CCC1C2C(O)CC2(C)C1CCC2(O)C(=O)COC(=O)CCC(=O)O. The result is 1 (penetrates BBB). (4) The drug is NCCCN1c2ccccc2Sc2ccc(Cl)cc21. The result is 1 (penetrates BBB). (5) The drug is CC(C)OCC(COC(C)C)OCn1cnc2cnc(N)nc21. The result is 1 (penetrates BBB). (6) The drug is CN(c1nc2ccccc2s1)C1CCN(C[C@H](O)COc2ccc(F)c(F)c2)CC1. The result is 1 (penetrates BBB). (7) The molecule is CCC(=O)OCC(=O)C1(OC(=O)CC)C(C)CC2C3C(Cl)CC4=CC(=O)C=CC4(C)C3C(O)CC21C. The result is 1 (penetrates BBB). (8) The molecule is CCOC1CC2(C)C(CCC3C4CCC(C(C)=O)C4(C)CC(N(C)C)C32)CC1O. The result is 1 (penetrates BBB).